Dataset: Catalyst prediction with 721,799 reactions and 888 catalyst types from USPTO. Task: Predict which catalyst facilitates the given reaction. (1) Reactant: [CH2:1]([O:3][CH:4]([O:22][CH2:23][CH3:24])[C:5]1[O:13][C:12]2[C:11]([C:14]3[CH:15]=[C:16]([CH:19]=[CH:20][CH:21]=3)[CH:17]=O)=[CH:10][N:9]=[CH:8][C:7]=2[CH:6]=1)[CH3:2].[NH:25]1[CH2:30][CH2:29][O:28][CH2:27][CH2:26]1.C(O)(=O)C.C(O[BH-](OC(=O)C)OC(=O)C)(=O)C.[Na+]. Product: [CH2:1]([O:3][CH:4]([O:22][CH2:23][CH3:24])[C:5]1[O:13][C:12]2[C:11]([C:14]3[CH:21]=[CH:20][CH:19]=[C:16]([CH2:17][N:25]4[CH2:30][CH2:29][O:28][CH2:27][CH2:26]4)[CH:15]=3)=[CH:10][N:9]=[CH:8][C:7]=2[CH:6]=1)[CH3:2]. The catalyst class is: 7. (2) Reactant: [C:1]([CH2:3][CH:4]1[C:26]2[C:21](=[CH:22][CH:23]=[CH:24][CH:25]=2)[C:6]2([CH2:11][CH2:10][N:9]([C:12]([NH:14][CH:15]3[CH2:20][CH2:19][CH2:18][CH2:17][CH2:16]3)=[O:13])[CH2:8][CH2:7]2)[CH2:5]1)#[N:2].[Sn]([N:31]=[N+:32]=[N-:33])(C)(C)C. Product: [NH:31]1[C:1]([CH2:3][CH:4]2[C:26]3[C:21](=[CH:22][CH:23]=[CH:24][CH:25]=3)[C:6]3([CH2:11][CH2:10][N:9]([C:12]([NH:14][CH:15]4[CH:20]5[CH2:26][CH:4]6[CH2:5][CH:18]([CH2:17][CH:16]4[CH2:3]6)[CH2:19]5)=[O:13])[CH2:8][CH2:7]3)[CH2:5]2)=[N:2][N:33]=[N:32]1. The catalyst class is: 11. (3) Reactant: [CH3:1][O:2][CH2:3][CH2:4][CH2:5][CH2:6][N:7]1[C:12]2[CH:13]=[C:14]([C:21](O)=[O:22])[C:15]([C:17]([F:20])([F:19])[F:18])=[CH:16][C:11]=2[O:10][C:9]([CH3:25])([CH3:24])[C:8]1=[O:26].Cl.CN(C)CCCN=C=NCC.ON1C2C=CC=CC=2N=N1.[NH2:49][C@@H:50]1[C@H:55]([C:56]2[CH:61]=[CH:60][CH:59]=[CH:58][CH:57]=2)[CH2:54][CH2:53][N:52]([C:62]([O:64][C:65]([CH3:68])([CH3:67])[CH3:66])=[O:63])[CH2:51]1.[Cl-].[NH4+]. Product: [CH3:1][O:2][CH2:3][CH2:4][CH2:5][CH2:6][N:7]1[C:12]2[CH:13]=[C:14]([C:21]([NH:49][C@@H:50]3[C@H:55]([C:56]4[CH:61]=[CH:60][CH:59]=[CH:58][CH:57]=4)[CH2:54][CH2:53][N:52]([C:62]([O:64][C:65]([CH3:68])([CH3:67])[CH3:66])=[O:63])[CH2:51]3)=[O:22])[C:15]([C:17]([F:19])([F:18])[F:20])=[CH:16][C:11]=2[O:10][C:9]([CH3:25])([CH3:24])[C:8]1=[O:26]. The catalyst class is: 338. (4) Reactant: [C:1]([O:5][C:6](=[O:42])[CH2:7][C@H:8]1[CH2:13][C@@H:12]([CH2:14][CH2:15][C:16]2[N:17]([CH:37]([CH3:39])[CH3:38])[C:18]([C:34](=[O:36])[NH2:35])=[C:19]([C:28]3[CH:33]=[CH:32][CH:31]=[CH:30][CH:29]=3)[C:20]=2[C:21]2[CH:26]=[CH:25][C:24]([F:27])=[CH:23][CH:22]=2)[O:11]C(C)(C)[O:9]1)([CH3:4])([CH3:3])[CH3:2]. Product: [C:1]([O:5][C:6](=[O:42])[CH2:7][C@H:8]([OH:9])[CH2:13][C@H:12]([OH:11])[CH2:14][CH2:15][C:16]1[N:17]([CH:37]([CH3:38])[CH3:39])[C:18]([C:34](=[O:36])[NH2:35])=[C:19]([C:28]2[CH:29]=[CH:30][CH:31]=[CH:32][CH:33]=2)[C:20]=1[C:21]1[CH:22]=[CH:23][C:24]([F:27])=[CH:25][CH:26]=1)([CH3:2])([CH3:4])[CH3:3]. The catalyst class is: 5.